This data is from Catalyst prediction with 721,799 reactions and 888 catalyst types from USPTO. The task is: Predict which catalyst facilitates the given reaction. (1) Reactant: COC([NH:5][C:6]1[CH:15]=[CH:14][C:13]2[C:8](=[CH:9][CH:10]=[CH:11][CH:12]=2)[C:7]=1[C:16]1[C:25]2[C:20](=[CH:21][CH:22]=[CH:23][CH:24]=2)[CH:19]=[CH:18][C:17]=1[P:26]([C:34]1[CH:39]=[CH:38][CH:37]=[CH:36][CH:35]=1)([C:28]1[CH:33]=[CH:32][CH:31]=[CH:30][CH:29]=1)=[O:27])=O.[OH-].[K+]. Product: [NH2:5][C:6]1[CH:15]=[CH:14][C:13]2[C:8](=[CH:9][CH:10]=[CH:11][CH:12]=2)[C:7]=1[C:16]1[C:25]2[C:20](=[CH:21][CH:22]=[CH:23][CH:24]=2)[CH:19]=[CH:18][C:17]=1[P:26]([C:28]1[CH:29]=[CH:30][CH:31]=[CH:32][CH:33]=1)([C:34]1[CH:35]=[CH:36][CH:37]=[CH:38][CH:39]=1)=[O:27]. The catalyst class is: 5. (2) Reactant: [OH-].[Na+].O.[F:4][C:5]1[CH:40]=[CH:39][C:8]([CH2:9][C:10]2([C:35]([O:37]C)=[O:36])[CH2:15][CH2:14][CH2:13][CH:12]([NH:16][C:17]([C:19]3[CH:20]=[C:21]4[C:25](=[CH:26][CH:27]=3)[NH:24][N:23]=[C:22]4[C:28]3[CH:33]=[CH:32][N:31]=[C:30]([CH3:34])[CH:29]=3)=[O:18])[CH2:11]2)=[CH:7][CH:6]=1.Cl. Product: [F:4][C:5]1[CH:40]=[CH:39][C:8]([CH2:9][C:10]2([C:35]([OH:37])=[O:36])[CH2:15][CH2:14][CH2:13][CH:12]([NH:16][C:17]([C:19]3[CH:20]=[C:21]4[C:25](=[CH:26][CH:27]=3)[NH:24][N:23]=[C:22]4[C:28]3[CH:33]=[CH:32][N:31]=[C:30]([CH3:34])[CH:29]=3)=[O:18])[CH2:11]2)=[CH:7][CH:6]=1. The catalyst class is: 92. (3) Reactant: [C:1]1([CH:7]([O:13][C:14]2[CH:19]=[CH:18][C:17]([C:20]([F:23])([F:22])[F:21])=[CH:16][CH:15]=2)[CH2:8][CH2:9][CH2:10][CH2:11][NH2:12])[CH:6]=[CH:5][CH:4]=[CH:3][CH:2]=1.C(O)C.[C:27]([OH:34])(=[O:33])/[CH:28]=[CH:29]/[C:30]([OH:32])=[O:31]. Product: [C:27]([OH:34])(=[O:33])/[CH:28]=[CH:29]/[C:30]([OH:32])=[O:31].[C:1]1([CH:7]([O:13][C:14]2[CH:15]=[CH:16][C:17]([C:20]([F:21])([F:22])[F:23])=[CH:18][CH:19]=2)[CH2:8][CH2:9][CH2:10][CH2:11][NH2:12])[CH:6]=[CH:5][CH:4]=[CH:3][CH:2]=1. The catalyst class is: 13. (4) Reactant: [NH2:1][C:2]1[NH:6][N:5]=[C:4]([C:7]2[CH:12]=[CH:11][C:10]([Cl:13])=[CH:9][CH:8]=2)[CH:3]=1.[C:14](O[C:14]([O:16][C:17]([CH3:20])([CH3:19])[CH3:18])=[O:15])([O:16][C:17]([CH3:20])([CH3:19])[CH3:18])=[O:15]. Product: [C:17]([O:16][C:14]([N:5]1[C:4]([C:7]2[CH:12]=[CH:11][C:10]([Cl:13])=[CH:9][CH:8]=2)=[CH:3][C:2]([NH2:1])=[N:6]1)=[O:15])([CH3:20])([CH3:19])[CH3:18]. The catalyst class is: 2. (5) Reactant: [H-].[Na+].[I:3]C1NC=CN=1.Cl[CH2:10][CH2:11][C:12]([NH:15][C:16](=[O:22])[O:17][C:18]([CH3:21])([CH3:20])[CH3:19])([CH3:14])[CH3:13].C[N:24]1[CH2:29]CC[N:26]([CH3:30])[C:25]1=O. Product: [I:3][C:30]1[N:26]=[CH:25][N:24]([CH2:10][CH2:11][C:12]([NH:15][C:16](=[O:22])[O:17][C:18]([CH3:21])([CH3:20])[CH3:19])([CH3:14])[CH3:13])[CH:29]=1. The catalyst class is: 682. (6) Reactant: [CH2:1]([S:8][C:9]1[CH:10]=[CH:11][C:12]([NH:22][C:23]2[CH:28]=[CH:27][C:26]([Cl:29])=[CH:25][C:24]=2[Br:30])=[C:13](/[CH:15]=[CH:16]/[C:17](OCC)=[O:18])[CH:14]=1)[C:2]1[CH:7]=[CH:6][CH:5]=[CH:4][CH:3]=1.CO.C[O-].[Na+].C(O)(=O)C. Product: [CH2:1]([S:8][C:9]1[CH:14]=[C:13]2[C:12](=[CH:11][CH:10]=1)[N:22]([C:23]1[CH:28]=[CH:27][C:26]([Cl:29])=[CH:25][C:24]=1[Br:30])[C:17](=[O:18])[CH:16]=[CH:15]2)[C:2]1[CH:3]=[CH:4][CH:5]=[CH:6][CH:7]=1. The catalyst class is: 194.